Dataset: Peptide-MHC class I binding affinity with 185,985 pairs from IEDB/IMGT. Task: Regression. Given a peptide amino acid sequence and an MHC pseudo amino acid sequence, predict their binding affinity value. This is MHC class I binding data. (1) The peptide sequence is SVAKCCSKT. The MHC is HLA-A02:03 with pseudo-sequence HLA-A02:03. The binding affinity (normalized) is 0. (2) The MHC is HLA-A68:02 with pseudo-sequence HLA-A68:02. The peptide sequence is VLKAMHDKKI. The binding affinity (normalized) is 0. (3) The peptide sequence is VENPGGYCL. The MHC is H-2-Db with pseudo-sequence H-2-Db. The binding affinity (normalized) is 0.0641. (4) The peptide sequence is YAAQGYKVL. The MHC is HLA-A24:02 with pseudo-sequence HLA-A24:02. The binding affinity (normalized) is 0.